From a dataset of Full USPTO retrosynthesis dataset with 1.9M reactions from patents (1976-2016). Predict the reactants needed to synthesize the given product. (1) The reactants are: [Cl:1][C:2]1[CH:7]=[CH:6][C:5]([C:8]2[C:14]3[C:15](F)=[N:16][CH:17]=[CH:18][C:13]=3[C:12]3[C:20]([CH3:23])=[N:21][O:22][C:11]=3[CH2:10][N:9]=2)=[CH:4][CH:3]=1.[OH-:24].[Na+].[Cl-].[NH4+]. Given the product [Cl:1][C:2]1[CH:7]=[CH:6][C:5]([C:8]2[C:14]3[C:15](=[O:24])[NH:16][CH:17]=[CH:18][C:13]=3[C:12]3[C:20]([CH3:23])=[N:21][O:22][C:11]=3[CH2:10][N:9]=2)=[CH:4][CH:3]=1, predict the reactants needed to synthesize it. (2) Given the product [C:14]([C:7]1[CH:8]=[CH:9][C:10]([O:12][CH3:13])=[CH:11][C:6]=1[NH:5][C:3](=[O:4])[C:2]([F:20])([F:1])[F:21])#[CH:15], predict the reactants needed to synthesize it. The reactants are: [F:1][C:2]([F:21])([F:20])[C:3]([NH:5][C:6]1[CH:11]=[C:10]([O:12][CH3:13])[CH:9]=[CH:8][C:7]=1[C:14]#[C:15][Si](C)(C)C)=[O:4].[F-].C([N+](CCCC)(CCCC)CCCC)CCC.